Dataset: Full USPTO retrosynthesis dataset with 1.9M reactions from patents (1976-2016). Task: Predict the reactants needed to synthesize the given product. (1) Given the product [F:1][C:2]1[CH:3]=[C:4]([C:23]#[N:24])[C:5]([C:8]2[CH:13]=[CH:12][CH:11]=[C:10]([C:26]3[N:30]4[N:31]=[CH:32][C:33]([C:35]([OH:38])([CH3:36])[CH3:37])=[N:34][C:29]4=[N:28][CH:27]=3)[CH:9]=2)=[CH:6][CH:7]=1, predict the reactants needed to synthesize it. The reactants are: [F:1][C:2]1[CH:3]=[C:4]([C:23]#[N:24])[C:5]([C:8]2[CH:13]=[CH:12][CH:11]=[C:10](B3OC(C)(C)C(C)(C)O3)[CH:9]=2)=[CH:6][CH:7]=1.Br[C:26]1[N:30]2[N:31]=[CH:32][C:33]([C:35]([OH:38])([CH3:37])[CH3:36])=[N:34][C:29]2=[N:28][CH:27]=1. (2) The reactants are: [CH3:1][O:2][C:3]1[CH:4]=[C:5]([CH:12]2[CH2:14][O:13]2)[CH:6]=[CH:7][C:8]=1[N+:9]([O-])=O.[NH:15]1[CH2:20][CH2:19][O:18][CH2:17][CH2:16]1. Given the product [NH2:9][C:8]1[CH:7]=[CH:6][C:5]([CH:12]([OH:13])[CH2:14][N:15]2[CH2:20][CH2:19][O:18][CH2:17][CH2:16]2)=[CH:4][C:3]=1[O:2][CH3:1], predict the reactants needed to synthesize it. (3) Given the product [CH2:3]([O:10][C:11]1[CH:12]=[CH:13][C:14]([C:17]([I:2])=[CH2:18])=[CH:15][CH:16]=1)[C:4]1[CH:5]=[CH:6][CH:7]=[CH:8][CH:9]=1, predict the reactants needed to synthesize it. The reactants are: [Na+].[I-:2].[CH2:3]([O:10][C:11]1[CH:16]=[CH:15][C:14]([C:17]#[CH:18])=[CH:13][CH:12]=1)[C:4]1[CH:9]=[CH:8][CH:7]=[CH:6][CH:5]=1. (4) The reactants are: Br[C:2]1[CH:3]=[CH:4][CH:5]=[C:6]2[C:11]=1[N:10]=[CH:9][CH:8]=[CH:7]2.[Li]CCCC.[C:17]1(=[O:26])[C:25]2[C:20](=[CH:21][CH:22]=[CH:23][CH:24]=2)[CH2:19][CH2:18]1.Cl. Given the product [N:10]1[C:11]2[C:6](=[CH:5][CH:4]=[CH:3][C:2]=2[C:17]2([OH:26])[C:25]3[C:20](=[CH:21][CH:22]=[CH:23][CH:24]=3)[CH2:19][CH2:18]2)[CH:7]=[CH:8][CH:9]=1, predict the reactants needed to synthesize it. (5) The reactants are: CO[C:3]([C:5]1[N:6]=[CH:7][N:8]([CH2:14][C:15]2[CH:20]=[CH:19][CH:18]=[CH:17][CH:16]=2)[C:9]=1[C:10]([O:12]C)=O)=[O:4].[O:21]1[C:25]2[CH:26]=[CH:27][C:28]([CH2:30][N:31]3[C:35](=[O:36])[CH2:34][CH2:33][C:32]3=[O:37])=[CH:29][C:24]=2CO1.[H-].[Na+].C1C[O:43][CH2:42]C1. Given the product [O:21]1[C:25]2[CH:26]=[CH:27][C:28]([CH2:30][N:31]3[C:32](=[O:37])[C:33]4[C:10]([OH:12])=[C:9]5[C:5]([N:6]=[CH:7][N:8]5[CH2:14][C:15]5[CH:16]=[CH:17][CH:18]=[CH:19][CH:20]=5)=[C:3]([OH:4])[C:34]=4[C:35]3=[O:36])=[CH:29][C:24]=2[O:43][CH2:42]1, predict the reactants needed to synthesize it. (6) Given the product [O:1]1[CH2:5][CH2:4][CH2:3][C@H:2]1[C:6]([NH:27][NH2:28])=[O:8], predict the reactants needed to synthesize it. The reactants are: [O:1]1[CH2:5][CH2:4][CH2:3][C@H:2]1[C:6]([OH:8])=O.CCN=C=NCCCN(C)C.Cl.C1C=CC2N(O)[N:28]=[N:27]C=2C=1.O.NN. (7) Given the product [O:43]=[C:35]1[NH:36][C@H:37]([CH2:38][N:1]2[C:9]3[C:4](=[CH:5][CH:6]=[CH:7][CH:8]=3)[C:3]3([CH2:13][O:12][C:11]4[CH:14]=[C:15]5[C:19](=[CH:20][C:10]3=4)[CH2:18][CH2:17][O:16]5)[C:2]2=[O:21])[CH2:42][CH2:34]1, predict the reactants needed to synthesize it. The reactants are: [NH:1]1[C:9]2[C:4](=[CH:5][CH:6]=[CH:7][CH:8]=2)[C:3]2([CH2:13][O:12][C:11]3[CH:14]=[C:15]4[C:19](=[CH:20][C:10]2=3)[CH2:18][CH2:17][O:16]4)[C:2]1=[O:21].CC1C2C=C3[C:34]4([C:42]5[C:37](=[CH:38]C=CC=5)[NH:36][C:35]4=[O:43])COC3=CC=2ON=1.CC1C=CC(S(OC[C@@H]2CCC(=O)N2)(=O)=O)=CC=1.BrCC1OC(C(F)(F)F)=CC=1.